This data is from Full USPTO retrosynthesis dataset with 1.9M reactions from patents (1976-2016). The task is: Predict the reactants needed to synthesize the given product. Given the product [CH2:16]([N:6]([CH:1]1[CH2:2][CH2:3][CH2:4][CH2:5]1)[CH2:7][C:8]([OH:15])([CH3:14])[C:9]([O:11][CH2:12][CH3:13])=[O:10])[C:17]1[CH:22]=[CH:21][CH:20]=[CH:19][CH:18]=1, predict the reactants needed to synthesize it. The reactants are: [CH:1]1([NH:6][CH2:7][C:8]([OH:15])([CH3:14])[C:9]([O:11][CH2:12][CH3:13])=[O:10])[CH2:5][CH2:4][CH2:3][CH2:2]1.[CH2:16](Br)[C:17]1[CH:22]=[CH:21][CH:20]=[CH:19][CH:18]=1.C([O-])([O-])=O.[K+].[K+].CCOC(C)=O.